Task: Predict the reaction yield, written as a fraction of the theoretical maximum amount of product (1.0 means a 100% yield; for example, 0.34 means a 34% yield).. Dataset: Reaction yield outcomes from USPTO patents with 853,638 reactions (1) The reactants are [Br:1][C:2]1[CH:3]=[CH:4][C:5]2[C:11]3[S:12][C:13]([C:15]([N:17]([C:19]4[CH:24]=[C:23]([C:25](=[O:30])[NH:26][CH2:27][CH2:28][OH:29])[CH:22]=[CH:21][C:20]=4[Cl:31])[CH3:18])=[O:16])=[CH:14][C:10]=3[CH2:9][CH2:8][O:7][C:6]=2[CH:32]=1.[C:33](OC(=O)C)(=[O:35])[CH3:34]. The catalyst is N1C=CC=CC=1. The product is [C:33]([O:29][CH2:28][CH2:27][NH:26][C:25](=[O:30])[C:23]1[CH:22]=[CH:21][C:20]([Cl:31])=[C:19]([N:17]([CH3:18])[C:15]([C:13]2[S:12][C:11]3[C:5]4[CH:4]=[CH:3][C:2]([Br:1])=[CH:32][C:6]=4[O:7][CH2:8][CH2:9][C:10]=3[CH:14]=2)=[O:16])[CH:24]=1)(=[O:35])[CH3:34]. The yield is 0.830. (2) The yield is 0.950. The product is [Si:1]([O:8][CH2:9][CH2:10][CH2:11][C:12]([OH:14])=[O:13])([C:4]([CH3:7])([CH3:6])[CH3:5])([CH3:3])[CH3:2]. The reactants are [Si:1]([O:8][CH2:9][CH2:10][CH2:11][C:12]([O:14][Li])=[O:13])([C:4]([CH3:7])([CH3:6])[CH3:5])([CH3:3])[CH3:2].OS([O-])(=O)=O.[K+]. The catalyst is C(OCC)(=O)C. (3) The reactants are [Si]([O:8][CH2:9][C@@H:10]1[C@@H:14]([O:15][Si:16]([CH:23]([CH3:25])[CH3:24])([CH:20]([CH3:22])[CH3:21])[CH:17]([CH3:19])[CH3:18])[CH2:13][C@H:12]([NH2:26])[CH2:11]1)(C(C)(C)C)(C)C.Cl.C(=O)([O-])[O-].[Na+].[Na+].C(Cl)Cl. The catalyst is C(O)C.O. The product is [NH2:26][C@@H:12]1[CH2:11][C@H:10]([CH2:9][OH:8])[C@@H:14]([O:15][Si:16]([CH:17]([CH3:19])[CH3:18])([CH:23]([CH3:25])[CH3:24])[CH:20]([CH3:22])[CH3:21])[CH2:13]1. The yield is 0.830. (4) The reactants are [CH3:1][O:2][C:3]1[CH:4]=[C:5]([C:9]2[CH:14]=[CH:13][C:12](/[C:15](/[CH3:19])=[CH:16]/[CH2:17][OH:18])=[CH:11][CH:10]=2)[CH:6]=[CH:7][CH:8]=1.[CH2:20]([O:22][C@@H:23]([CH2:29][C:30]1[CH:35]=[CH:34][C:33](O)=[CH:32][CH:31]=1)[C:24]([O:26][CH2:27][CH3:28])=[O:25])[CH3:21]. The product is [CH2:20]([O:22][C@@H:23]([CH2:29][C:30]1[CH:31]=[CH:32][C:33]([O:18][CH2:17]/[CH:16]=[C:15](/[C:12]2[CH:13]=[CH:14][C:9]([C:5]3[CH:6]=[CH:7][CH:8]=[C:3]([O:2][CH3:1])[CH:4]=3)=[CH:10][CH:11]=2)\[CH3:19])=[CH:34][CH:35]=1)[C:24]([O:26][CH2:27][CH3:28])=[O:25])[CH3:21]. The yield is 0.590. No catalyst specified. (5) The reactants are N([O-])=O.[Na+].[Cl:5][C:6]1[C:11]([Cl:12])=[CH:10][CH:9]=[CH:8][C:7]=1[CH2:13][N:14]1[C:18]2[CH:19]=[C:20]([N:24]3[CH2:29][CH2:28][O:27][CH2:26][CH2:25]3)[CH:21]=[C:22](N)[C:17]=2[N:16]=[C:15]1[CH3:30].[Na+].[Br-:32].C([O-])([O-])=O.[Na+].[Na+]. The catalyst is O.Br. The product is [Br:32][C:22]1[C:17]2[N:16]=[C:15]([CH3:30])[N:14]([CH2:13][C:7]3[CH:8]=[CH:9][CH:10]=[C:11]([Cl:12])[C:6]=3[Cl:5])[C:18]=2[CH:19]=[C:20]([N:24]2[CH2:29][CH2:28][O:27][CH2:26][CH2:25]2)[CH:21]=1. The yield is 0.440. (6) The catalyst is C(Cl)Cl.CCOCC. The product is [ClH:32].[CH3:1][C:2]1([CH3:31])[C:8](=[O:9])[NH:7][C:6]2[N:10]=[CH:11][C:12](/[CH:14]=[CH:15]/[C:16]([N:18]([CH3:30])[CH2:19][C:20]3[N:21]([CH3:29])[C:22]4[C:27]([CH:28]=3)=[CH:26][CH:25]=[CH:24][CH:23]=4)=[O:17])=[CH:13][C:5]=2[CH2:4][NH:3]1. The yield is 0.830. The reactants are [CH3:1][C:2]1([CH3:31])[C:8](=[O:9])[NH:7][C:6]2[N:10]=[CH:11][C:12](/[CH:14]=[CH:15]/[C:16]([N:18]([CH3:30])[CH2:19][C:20]3[N:21]([CH3:29])[C:22]4[C:27]([CH:28]=3)=[CH:26][CH:25]=[CH:24][CH:23]=4)=[O:17])=[CH:13][C:5]=2[CH2:4][NH:3]1.[ClH:32].